Dataset: Full USPTO retrosynthesis dataset with 1.9M reactions from patents (1976-2016). Task: Predict the reactants needed to synthesize the given product. (1) Given the product [NH2:11][C:12]1[N:13]=[C:14]([C:32]2[CH:33]=[CH:34][CH:35]=[CH:36][CH:37]=2)[C:15]([C:22]2[CH:23]=[CH:24][C:25](=[O:31])[N:26]([CH:28]([CH3:29])[CH3:30])[N:27]=2)=[C:16]([O:10][CH2:9][C:4]2[CH:5]=[CH:6][CH:7]=[CH:8][N:3]=2)[N:17]=1, predict the reactants needed to synthesize it. The reactants are: [H-].[Na+].[N:3]1[CH:8]=[CH:7][CH:6]=[CH:5][C:4]=1[CH2:9][OH:10].[NH2:11][C:12]1[N:17]=[C:16](S(C)(=O)=O)[C:15]([C:22]2[CH:23]=[CH:24][C:25](=[O:31])[N:26]([CH:28]([CH3:30])[CH3:29])[N:27]=2)=[C:14]([C:32]2[CH:37]=[CH:36][CH:35]=[CH:34][CH:33]=2)[N:13]=1.O. (2) Given the product [C:1]([N:5]1[C:9]([C:10]2[CH:11]=[CH:12][C:13]([F:16])=[CH:14][CH:15]=2)=[CH:8][C:7]([CH2:17][CH2:18][CH2:19][N:32]2[CH2:33][CH2:34][N:29]([C:26]3[CH:25]=[CH:24][C:23]([O:22][CH3:21])=[CH:28][CH:27]=3)[CH2:30][CH2:31]2)=[N:6]1)([CH3:4])([CH3:3])[CH3:2], predict the reactants needed to synthesize it. The reactants are: [C:1]([N:5]1[C:9]([C:10]2[CH:15]=[CH:14][C:13]([F:16])=[CH:12][CH:11]=2)=[CH:8][C:7]([CH2:17][CH2:18][CH:19]=O)=[N:6]1)([CH3:4])([CH3:3])[CH3:2].[CH3:21][O:22][C:23]1[CH:28]=[CH:27][C:26]([N:29]2[CH2:34][CH2:33][NH:32][CH2:31][CH2:30]2)=[CH:25][CH:24]=1.CCN(C(C)C)C(C)C.[BH-](OC(C)=O)(OC(C)=O)OC(C)=O.[Na+]. (3) Given the product [Cl:1][C:2]1[CH:3]=[C:4]([O:11][CH2:25][CH:30]2[CH2:26][CH2:27][CH2:28][CH2:29]2)[C:5]([N+:8]([O-:10])=[O:9])=[N:6][CH:7]=1, predict the reactants needed to synthesize it. The reactants are: [Cl:1][C:2]1[CH:3]=[C:4]([OH:11])[C:5]([N+:8]([O-:10])=[O:9])=[N:6][CH:7]=1.[C:25]1(P([C:25]2[CH:30]=[CH:29][CH:28]=[CH:27][CH:26]=2)[C:25]2[CH:30]=[CH:29][CH:28]=[CH:27][CH:26]=2)[CH:30]=[CH:29][CH:28]=[CH:27][CH:26]=1.C1(CO)CCCC1. (4) Given the product [O:28]1[CH2:29][CH2:30][N:31]([C:34]2[CH:35]=[C:36]([NH:37][C:2]3[N:7]=[C:6]4[N:8]([CH:11]5[CH2:16][CH2:15][CH2:14][CH2:13][O:12]5)[N:9]=[CH:10][C:5]4=[C:4]([C:17]4[CH:18]=[C:19]([NH:23][C:24](=[O:27])[CH:25]=[CH2:26])[CH:20]=[CH:21][CH:22]=4)[N:3]=3)[CH:38]=[CH:39][CH:40]=2)[CH2:32][CH2:33]1, predict the reactants needed to synthesize it. The reactants are: Cl[C:2]1[N:7]=[C:6]2[N:8]([CH:11]3[CH2:16][CH2:15][CH2:14][CH2:13][O:12]3)[N:9]=[CH:10][C:5]2=[C:4]([C:17]2[CH:18]=[C:19]([NH:23][C:24](=[O:27])[CH:25]=[CH2:26])[CH:20]=[CH:21][CH:22]=2)[N:3]=1.[O:28]1[CH2:33][CH2:32][N:31]([C:34]2[CH:35]=[C:36]([CH:38]=[CH:39][CH:40]=2)[NH2:37])[CH2:30][CH2:29]1.C(=O)([O-])[O-].[K+].[K+].C1(P(C2C=CC=CC=2)C2C3OC4C(=CC=CC=4P(C4C=CC=CC=4)C4C=CC=CC=4)C(C)(C)C=3C=CC=2)C=CC=CC=1. (5) Given the product [CH3:1][NH:2][C:3]([C:5]1[NH:6][C:7]([C:13]([CH3:16])([CH3:15])[CH3:14])=[CH:8][C:9]=1[NH2:10])=[O:4], predict the reactants needed to synthesize it. The reactants are: [CH3:1][NH:2][C:3]([C:5]1[NH:6][C:7]([C:13]([CH3:16])([CH3:15])[CH3:14])=[CH:8][C:9]=1[N+:10]([O-])=O)=[O:4]. (6) Given the product [F:26][C:27]1[CH:28]=[C:29]([C:2]2[CH:3]=[CH:4][C:5]([O:8][C@H:9]3[CH2:14][CH2:13][C@H:12]([C:15]([N:17]4[CH2:22][CH2:21][N:20]([CH:23]([CH3:25])[CH3:24])[CH2:19][CH2:18]4)=[O:16])[CH2:11][CH2:10]3)=[N:6][CH:7]=2)[CH:30]=[CH:31][C:32]=1[F:33], predict the reactants needed to synthesize it. The reactants are: Br[C:2]1[CH:3]=[CH:4][C:5]([O:8][CH:9]2[CH2:14][CH2:13][CH:12]([C:15]([N:17]3[CH2:22][CH2:21][N:20]([CH:23]([CH3:25])[CH3:24])[CH2:19][CH2:18]3)=[O:16])[CH2:11][CH2:10]2)=[N:6][CH:7]=1.[F:26][C:27]1[CH:28]=[C:29](B(O)O)[CH:30]=[CH:31][C:32]=1[F:33].C(=O)([O-])[O-].[Na+].[Na+].C1(C)C=CC=CC=1. (7) Given the product [O:21]1[CH2:22][CH2:23][N:18]([CH2:2][C:3]2[CH:10]=[CH:9][C:6]([C:7]#[N:8])=[CH:5][CH:4]=2)[CH2:19][CH2:20]1, predict the reactants needed to synthesize it. The reactants are: Br[CH2:2][C:3]1[CH:10]=[CH:9][C:6]([C:7]#[N:8])=[CH:5][CH:4]=1.C(N(CC)CC)C.[NH:18]1[CH2:23][CH2:22][O:21][CH2:20][CH2:19]1.